This data is from Catalyst prediction with 721,799 reactions and 888 catalyst types from USPTO. The task is: Predict which catalyst facilitates the given reaction. (1) Reactant: [F:1][C:2]([F:18])([F:17])[C:3]1[CH:8]=[CH:7][C:6]([C:9]2[CH:14]=[CH:13][N:12]=[C:11]([CH2:15][NH2:16])[N:10]=2)=[CH:5][CH:4]=1.[F:19][C:20]1[CH:25]=[CH:24][C:23]([S:26]([N:29]2[CH2:33][CH2:32][CH2:31][C@H:30]2[C:34](O)=[O:35])(=[O:28])=[O:27])=[CH:22][CH:21]=1.ON1C2C=CC=CC=2N=N1.CCN(CC)CC. The catalyst class is: 475. Product: [F:18][C:2]([F:1])([F:17])[C:3]1[CH:4]=[CH:5][C:6]([C:9]2[CH:14]=[CH:13][N:12]=[C:11]([CH2:15][NH:16][C:34]([C@@H:30]3[CH2:31][CH2:32][CH2:33][N:29]3[S:26]([C:23]3[CH:24]=[CH:25][C:20]([F:19])=[CH:21][CH:22]=3)(=[O:28])=[O:27])=[O:35])[N:10]=2)=[CH:7][CH:8]=1. (2) Reactant: [Br:1][C:2]1[C:3]([CH3:9])=[C:4]([CH:6]=[CH:7][CH:8]=1)[NH2:5].Br[CH2:11][CH2:12][CH2:13][C:14](Cl)=[O:15].[H-].[Na+]. Product: [Br:1][C:2]1[C:3]([CH3:9])=[C:4]([NH:5][C:14]([CH:13]2[CH2:11][CH2:12]2)=[O:15])[CH:6]=[CH:7][CH:8]=1. The catalyst class is: 2. (3) Reactant: C(N(CC)CC)C.[CH2:8]([N:26]=[C:27]=[O:28])[CH2:9][CH2:10][CH2:11][CH2:12][CH2:13][CH2:14][CH2:15][CH2:16][CH2:17][CH2:18][CH2:19][CH2:20][CH2:21][CH2:22][CH2:23][CH2:24][CH3:25].[CH3:29][N:30]([CH3:46])[CH2:31][CH2:32][CH2:33][NH:34][C:35](=[O:45])[CH2:36][CH2:37][C:38]1[CH:43]=[CH:42][CH:41]=[CH:40][C:39]=1[OH:44]. Product: [CH2:8]([NH:26][C:27](=[O:28])[O:44][C:39]1[CH:40]=[CH:41][CH:42]=[CH:43][C:38]=1[CH2:37][CH2:36][C:35]([NH:34][CH2:33][CH2:32][CH2:31][N:30]([CH3:29])[CH3:46])=[O:45])[CH2:9][CH2:10][CH2:11][CH2:12][CH2:13][CH2:14][CH2:15][CH2:16][CH2:17][CH2:18][CH2:19][CH2:20][CH2:21][CH2:22][CH2:23][CH2:24][CH3:25]. The catalyst class is: 366.